From a dataset of TCR-epitope binding with 47,182 pairs between 192 epitopes and 23,139 TCRs. Binary Classification. Given a T-cell receptor sequence (or CDR3 region) and an epitope sequence, predict whether binding occurs between them. (1) The epitope is GTSGSPIINR. The TCR CDR3 sequence is CASSGGQENIQYF. Result: 1 (the TCR binds to the epitope). (2) The epitope is NLWNTFTRL. The TCR CDR3 sequence is CASSGSGTGTQETQYF. Result: 0 (the TCR does not bind to the epitope). (3) The epitope is SFHSLHLLF. The TCR CDR3 sequence is CASSSQYEQYF. Result: 0 (the TCR does not bind to the epitope). (4) The epitope is FLKEKGGL. The TCR CDR3 sequence is CSVGGGGAGVETQYF. Result: 0 (the TCR does not bind to the epitope). (5) The epitope is GILGFVFTL. The TCR CDR3 sequence is CASSPHGGGINEQFF. Result: 1 (the TCR binds to the epitope). (6) The epitope is EIYKRWII. The TCR CDR3 sequence is CASSRLAGGTDTQYF. Result: 1 (the TCR binds to the epitope). (7) The epitope is AYILFTRFFYV. The TCR CDR3 sequence is CASSLATGMSNNSPLHF. Result: 1 (the TCR binds to the epitope).